Task: Predict which catalyst facilitates the given reaction.. Dataset: Catalyst prediction with 721,799 reactions and 888 catalyst types from USPTO (1) Reactant: [O:1]1[C:5]2[CH:6]=[CH:7][C:8]([C:10]([OH:12])=O)=[CH:9][C:4]=2[CH:3]=[N:2]1.C1N=CN(C(N2C=NC=C2)=O)C=1.[CH2:25]([O:27][C:28](=[O:33])[CH2:29]C(O)=O)[CH3:26].CCN(CC)CC.[Mg+2].[Cl-].[Cl-].[K]. Product: [O:1]1[C:5]2[CH:6]=[CH:7][C:8]([C:10](=[O:12])[CH2:29][C:28]([O:27][CH2:25][CH3:26])=[O:33])=[CH:9][C:4]=2[CH:3]=[N:2]1. The catalyst class is: 577. (2) Reactant: [CH3:1][C:2]1[C:7]([N+:8]([O-:10])=[O:9])=[CH:6][CH:5]=[CH:4][C:3]=1[CH2:11][CH2:12][NH:13][CH2:14][CH2:15][CH3:16].[C:17]([O:21][C:22](O[C:22]([O:21][C:17]([CH3:20])([CH3:19])[CH3:18])=[O:23])=[O:23])([CH3:20])([CH3:19])[CH3:18]. Product: [C:17]([O:21][C:22](=[O:23])[N:13]([CH2:12][CH2:11][C:3]1[CH:4]=[CH:5][CH:6]=[C:7]([N+:8]([O-:10])=[O:9])[C:2]=1[CH3:1])[CH2:14][CH2:15][CH3:16])([CH3:20])([CH3:19])[CH3:18]. The catalyst class is: 46. (3) Reactant: [F:1][C:2]1[CH:7]=[CH:6][CH:5]=[C:4]([F:8])[C:3]=1[C:9]1[N:14]=[C:13]([C:15]([NH:17][C:18]2[C:19]([N:27]3[CH2:32][C@H:31]([CH3:33])[C@@H:30]([OH:34])[C@H:29]([NH:35]C(=O)OC(C)(C)C)[CH2:28]3)=[C:20]3[CH2:26][CH2:25][CH2:24][C:21]3=[N:22][CH:23]=2)=[O:16])[CH:12]=[CH:11][C:10]=1[F:43].C(O)(C(F)(F)F)=O. Product: [NH2:35][C@H:29]1[C@H:30]([OH:34])[C@@H:31]([CH3:33])[CH2:32][N:27]([C:19]2[C:18]([NH:17][C:15]([C:13]3[CH:12]=[CH:11][C:10]([F:43])=[C:9]([C:3]4[C:2]([F:1])=[CH:7][CH:6]=[CH:5][C:4]=4[F:8])[N:14]=3)=[O:16])=[CH:23][N:22]=[C:21]3[CH2:24][CH2:25][CH2:26][C:20]=23)[CH2:28]1. The catalyst class is: 2. (4) Reactant: C(OC(=O)[N:7]([CH2:14][C:15]1[CH:20]=[CH:19][C:18]([NH:21][C:22](=[O:43])[C:23]2[CH:28]=[CH:27][C:26]([CH2:29][N:30]([CH2:37][C:38]3[NH:39][CH:40]=[CH:41][N:42]=3)[CH2:31][C:32]3[NH:33][CH:34]=[CH:35][N:36]=3)=[CH:25][CH:24]=2)=[CH:17][CH:16]=1)[CH2:8][C:9]1[NH:10][CH:11]=[CH:12][N:13]=1)(C)(C)C.Cl. Product: [NH:33]1[CH:34]=[CH:35][N:36]=[C:32]1[CH2:31][N:30]([CH2:29][C:26]1[CH:25]=[CH:24][C:23]([C:22]([NH:21][C:18]2[CH:19]=[CH:20][C:15]([CH2:14][NH:7][CH2:8][C:9]3[NH:10][CH:11]=[CH:12][N:13]=3)=[CH:16][CH:17]=2)=[O:43])=[CH:28][CH:27]=1)[CH2:37][C:38]1[NH:42][CH:41]=[CH:40][N:39]=1. The catalyst class is: 5. (5) The catalyst class is: 6. Product: [Cl:15][C:12]1[CH:13]=[CH:14][C:9]([O:8][C:3]2[CH:2]=[CH:1][C:6]([N:7]3[CH:22]=[C:23]([C:25]4[CH:30]=[CH:29][C:28]([O:31][CH2:32][CH2:33][CH2:34][N:35]([CH2:38][CH3:39])[CH2:36][CH3:37])=[CH:27][CH:26]=4)[N:17]=[C:19]3[CH2:22][CH2:23][C:25]3[CH:30]=[CH:29][CH:28]=[CH:27][CH:26]=3)=[CH:5][CH:4]=2)=[CH:10][CH:11]=1. Reactant: [CH:1]1[C:6]([NH2:7])=[CH:5][CH:4]=[C:3]([O:8][C:9]2[CH:14]=[CH:13][C:12]([Cl:15])=[CH:11][CH:10]=2)[CH:2]=1.C[N:17]([CH:19]=O)C.Br[CH2:22][C:23]([C:25]1[CH:30]=[CH:29][C:28]([O:31][CH2:32][CH2:33][CH2:34][N:35]([CH2:38][CH3:39])[CH2:36][CH3:37])=[CH:27][CH:26]=1)=O.